The task is: Predict the product of the given reaction.. This data is from Forward reaction prediction with 1.9M reactions from USPTO patents (1976-2016). (1) Given the reactants [Cl:1][C:2]1[S:3][C:4]([Cl:11])=[CH:5][C:6]=1[S:7](Cl)(=[O:9])=[O:8].[F:12][C:13]1[CH:18]=[CH:17][C:16]([CH2:19][CH2:20][NH:21][CH3:22])=[CH:15][CH:14]=1, predict the reaction product. The product is: [F:12][C:13]1[CH:14]=[CH:15][C:16]([CH2:19][CH2:20][N:21]([CH3:22])[S:7]([C:6]2[CH:5]=[C:4]([Cl:11])[S:3][C:2]=2[Cl:1])(=[O:9])=[O:8])=[CH:17][CH:18]=1. (2) Given the reactants [C:1]12([NH2:11])[CH2:10][CH:5]3[CH2:6][CH:7]([CH2:9][CH:3]([CH2:4]3)[CH2:2]1)[CH2:8]2.[N+:12]([C:15]1[S:19][C:18]([CH:20]=O)=[CH:17][CH:16]=1)([O-:14])=[O:13], predict the reaction product. The product is: [N+:12]([C:15]1[S:19][C:18]([CH2:20][NH:11][C:1]23[CH2:8][CH:7]4[CH2:6][CH:5]([CH2:4][CH:3]([CH2:9]4)[CH2:2]2)[CH2:10]3)=[CH:17][CH:16]=1)([O-:14])=[O:13]. (3) Given the reactants [CH3:1][C:2]1[CH:16]=[CH:15][C:5]([C:6]([NH:8][C:9]2[S:10][C:11]([CH3:14])=[N:12][N:13]=2)=[O:7])=[CH:4][C:3]=1[C@@H:17]1[CH2:19][C@H:18]1[NH:20][CH:21]1[CH2:26][CH2:25][O:24][CH2:23][CH2:22]1.[ClH:27].CO, predict the reaction product. The product is: [ClH:27].[CH3:1][C:2]1[CH:16]=[CH:15][C:5]([C:6]([NH:8][C:9]2[S:10][C:11]([CH3:14])=[N:12][N:13]=2)=[O:7])=[CH:4][C:3]=1[C@@H:17]1[CH2:19][C@H:18]1[NH:20][CH:21]1[CH2:26][CH2:25][O:24][CH2:23][CH2:22]1. (4) The product is: [NH2:1][C:2]1[C:7]([CH:8]=[O:9])=[CH:6][C:5]([C:22]2[CH:21]=[N:20][N:19]([CH2:18][C:17](=[O:33])[N:11]3[CH2:16][CH2:15][CH2:14][CH2:13][CH2:12]3)[CH:23]=2)=[CH:4][N:3]=1. Given the reactants [NH2:1][C:2]1[C:7]([CH:8]=[O:9])=[CH:6][C:5](I)=[CH:4][N:3]=1.[N:11]1([C:17](=[O:33])[CH2:18][N:19]2[CH:23]=[C:22](B3OC(C)(C)C(C)(C)O3)[CH:21]=[N:20]2)[CH2:16][CH2:15][CH2:14][CH2:13][CH2:12]1.C(=O)([O-])[O-].[Na+].[Na+].O, predict the reaction product. (5) Given the reactants B.[O:2]1[CH2:6][CH2:5][CH2:4][CH2:3]1.[CH3:7][OH:8], predict the reaction product. The product is: [O:2]1[C:6]2[C:3]([CH2:7][OH:8])=[CH:4][CH:5]=[CH:6][C:5]=2[CH2:4][CH2:3]1.